This data is from Reaction yield outcomes from USPTO patents with 853,638 reactions. The task is: Predict the reaction yield, written as a fraction of the theoretical maximum amount of product (1.0 means a 100% yield; for example, 0.34 means a 34% yield). (1) The reactants are Cl[C:2]1[CH:7]=[CH:6][CH:5]=[C:4]([Cl:8])[N:3]=1.[CH2:9]([N:13]1[N:17]=[C:16]2[CH:18]=[CH:19][CH:20]=[CH:21][C:15]2=[N:14]1)[CH2:10][C:11]#[CH:12]. No catalyst specified. The product is [Cl:8][C:4]1[N:3]=[C:2]([C:12]#[C:11][CH2:10][CH2:9][N:13]2[N:14]=[C:15]3[CH:21]=[CH:20][CH:19]=[CH:18][C:16]3=[N:17]2)[CH:7]=[CH:6][CH:5]=1. The yield is 0.0500. (2) The reactants are [Cl:1][CH2:2][C:3]1[CH:11]=[CH:10][C:6]([C:7]([OH:9])=O)=[CH:5][N:4]=1.[NH2:12][C:13]1[S:14][C:15]([N:23]2[CH2:28][CH2:27][O:26][CH2:25][CH2:24]2)=[C:16]([C:18]2[O:19][CH:20]=[CH:21][CH:22]=2)[N:17]=1.C1CN([P+](ON2N=NC3C=CC=CC2=3)(N2CCCC2)N2CCCC2)CC1.F[P-](F)(F)(F)(F)F.C(N(CC)CC)C. The catalyst is CN(C=O)C.O. The product is [Cl:1][CH2:2][C:3]1[CH:11]=[CH:10][C:6]([C:7]([NH:12][C:13]2[S:14][C:15]([N:23]3[CH2:24][CH2:25][O:26][CH2:27][CH2:28]3)=[C:16]([C:18]3[O:19][CH:20]=[CH:21][CH:22]=3)[N:17]=2)=[O:9])=[CH:5][N:4]=1. The yield is 0.480. (3) The reactants are [CH:1]([C:4]1[N:5]=[C:6]([CH2:25][OH:26])[N:7]([CH2:18][C:19]2[CH:24]=[CH:23][N:22]=[CH:21][CH:20]=2)[C:8]=1[S:9][C:10]1[CH:15]=[CH:14][CH:13]=[C:12]([O:16]C)[CH:11]=1)([CH3:3])[CH3:2].B(Br)(Br)Br. The catalyst is C(Cl)Cl. The product is [OH:26][CH2:25][C:6]1[N:7]([CH2:18][C:19]2[CH:20]=[CH:21][N:22]=[CH:23][CH:24]=2)[C:8]([S:9][C:10]2[CH:11]=[C:12]([OH:16])[CH:13]=[CH:14][CH:15]=2)=[C:4]([CH:1]([CH3:3])[CH3:2])[N:5]=1. The yield is 0.810. (4) The reactants are [NH2:1][CH2:2][CH2:3][CH2:4][OH:5].Cl[C:7]([O:9][CH2:10][C:11]1[CH:16]=[CH:15][CH:14]=[CH:13][CH:12]=1)=[O:8]. The catalyst is C(Cl)Cl. The product is [CH2:10]([O:9][C:7]([NH:1][CH2:2][CH2:3][CH2:4][OH:5])=[O:8])[C:11]1[CH:16]=[CH:15][CH:14]=[CH:13][CH:12]=1. The yield is 0.970. (5) The reactants are [CH:1](=O)[C:2]1[C:3](=[CH:5][CH:6]=[CH:7][CH:8]=1)[OH:4].[C:10]([NH:18][NH2:19])(=[O:17])[C:11]1[CH:16]=[CH:15][CH:14]=[N:13][CH:12]=1. The product is [OH:4][C:3]1[CH:5]=[CH:6][CH:7]=[CH:8][C:2]=1[CH:1]=[N:19][NH:18][C:10](=[O:17])[C:11]1[CH:16]=[CH:15][CH:14]=[N:13][CH:12]=1. The yield is 0.670. No catalyst specified.